Binary Classification. Given a drug SMILES string, predict its activity (active/inactive) in a high-throughput screening assay against a specified biological target. From a dataset of HIV replication inhibition screening data with 41,000+ compounds from the AIDS Antiviral Screen. The drug is CC1OC(OC2C(O)COC(OC3C(C)OC(OC4C(OC(=O)C56CCC(C)(C)CC5C5=CCC7C8(C)CC(O)C(OC9OC(CO)C(O)C(O)C9O)C(C)(CO)C8CCC7(C)C5(C)CC6)OCC(O)C4O)C(O)C3O)C2O)C(O)C(O)C1O. The result is 0 (inactive).